From a dataset of Full USPTO retrosynthesis dataset with 1.9M reactions from patents (1976-2016). Predict the reactants needed to synthesize the given product. (1) Given the product [C:22]([O:15][C:16]([N:18]1[CH2:23][C@@H:22]([C:24](=[O:47])[NH:25][CH2:26][C:27]2([CH2:41][CH2:42][CH2:43][CH2:44][O:45][CH3:46])[C:40]3[CH:39]=[CH:38][CH:37]=[CH:36][C:35]=3[O:34][C:33]3[C:28]2=[CH:29][CH:30]=[CH:31][CH:32]=3)[CH2:21][C@@H:20]([NH:48][S:49]([C:52]2[CH:57]=[CH:56][C:55]([CH2:58][OH:59])=[CH:54][CH:53]=2)(=[O:51])=[O:50])[CH2:19]1)=[O:17])([CH3:24])([CH3:23])[CH3:21], predict the reactants needed to synthesize it. The reactants are: C1C2C(C[O:15][C:16]([N:18]3[CH2:23][C@@H:22]([C:24](=[O:47])[NH:25][CH2:26][C:27]4([CH2:41][CH2:42][CH2:43][CH2:44][O:45][CH3:46])[C:40]5[CH:39]=[CH:38][CH:37]=[CH:36][C:35]=5[O:34][C:33]5[C:28]4=[CH:29][CH:30]=[CH:31][CH:32]=5)[CH2:21][C@@H:20]([NH:48][S:49]([C:52]4[CH:57]=[CH:56][C:55]([C:58](O)=[O:59])=[CH:54][CH:53]=4)(=[O:51])=[O:50])[CH2:19]3)=[O:17])C3C(=CC=CC=3)C=2C=CC=1.[BH4-].[Na+]. (2) The reactants are: [Cl:1][C:2]1[CH:10]=[CH:9][CH:8]=[C:7]2[C:3]=1[CH:4]=[CH:5][NH:6]2.[C:11]1([C:19]2[CH:24]=[CH:23][CH:22]=[CH:21][CH:20]=2)[CH:16]=[CH:15][C:14]([CH:17]=O)=[CH:13][CH:12]=1. Given the product [Cl:1][C:2]1[CH:10]=[CH:9][CH:8]=[C:7]2[C:3]=1[C:4]([CH:17]([C:4]1[C:3]3[C:7](=[CH:8][CH:9]=[CH:10][C:2]=3[Cl:1])[NH:6][CH:5]=1)[C:14]1[CH:15]=[CH:16][C:11]([C:19]3[CH:24]=[CH:23][CH:22]=[CH:21][CH:20]=3)=[CH:12][CH:13]=1)=[CH:5][NH:6]2, predict the reactants needed to synthesize it. (3) Given the product [NH2:23][C:19]1[CH:18]=[C:17]([C:12]2([C:15]#[N:16])[CH2:11][CH2:10][N:9]([C:4]3[CH:5]=[CH:6][CH:7]=[CH:8][C:3]=3[O:2][CH3:1])[CH2:14][CH2:13]2)[CH:22]=[CH:21][CH:20]=1, predict the reactants needed to synthesize it. The reactants are: [CH3:1][O:2][C:3]1[CH:8]=[CH:7][CH:6]=[CH:5][C:4]=1[N:9]1[CH2:14][CH2:13][C:12]([C:17]2[CH:22]=[CH:21][CH:20]=[C:19]([N+:23]([O-])=O)[CH:18]=2)([C:15]#[N:16])[CH2:11][CH2:10]1.O1CCCC1. (4) Given the product [CH3:37][N:34]1[CH2:33][CH2:32][N:31]([S:28]([CH2:27][CH2:26][CH2:25][O:1][C:2]2[CH:3]=[CH:4][C:5]3[C:6]4[N:7]([CH2:21][CH2:22][N:23]=4)[C:8]([NH:12][C:13](=[O:20])[C:14]4[CH:19]=[CH:18][CH:17]=[N:16][CH:15]=4)=[N:9][C:10]=3[CH:11]=2)(=[O:30])=[O:29])[CH2:36][CH2:35]1, predict the reactants needed to synthesize it. The reactants are: [OH:1][C:2]1[CH:3]=[CH:4][C:5]2[C:6]3[N:7]([CH2:21][CH2:22][N:23]=3)[C:8]([NH:12][C:13](=[O:20])[C:14]3[CH:19]=[CH:18][CH:17]=[N:16][CH:15]=3)=[N:9][C:10]=2[CH:11]=1.Cl[CH2:25][CH2:26][CH2:27][S:28]([N:31]1[CH2:36][CH2:35][N:34]([CH3:37])[CH2:33][CH2:32]1)(=[O:30])=[O:29]. (5) Given the product [CH2:1]([C:5]1[CH:6]=[CH:7][C:8]([N:11]([CH3:12])[CH2:23][C:24]([N:26]2[CH2:31][CH2:30][N:29]([C:32]3[C:37]([C:38]#[N:39])=[N:36][CH:35]=[CH:34][N:33]=3)[CH2:28][CH2:27]2)=[O:25])=[CH:9][CH:10]=1)[CH2:2][CH2:3][CH3:4], predict the reactants needed to synthesize it. The reactants are: [CH2:1]([C:5]1[CH:10]=[CH:9][C:8]([NH:11][CH3:12])=[CH:7][CH:6]=1)[CH2:2][CH2:3][CH3:4].C(=O)([O-])[O-].[K+].[K+].C(#N)C.Cl[CH2:23][C:24]([N:26]1[CH2:31][CH2:30][N:29]([C:32]2[C:37]([C:38]#[N:39])=[N:36][CH:35]=[CH:34][N:33]=2)[CH2:28][CH2:27]1)=[O:25]. (6) Given the product [O:1]1[C:5]2[CH:6]=[CH:7][C:8]([C:10]3[O:14][CH:13]=[N:12][C:11]=3[C:17]3[CH:22]=[CH:21][CH:20]=[C:19]([CH3:23])[N:18]=3)=[CH:9][C:4]=2[O:3][CH2:2]1, predict the reactants needed to synthesize it. The reactants are: [O:1]1[C:5]2[CH:6]=[CH:7][C:8]([C:10]3[O:14][CH:13]=[N:12][C:11]=3Br)=[CH:9][C:4]=2[O:3][CH2:2]1.Br[C:17]1[CH:22]=[CH:21][CH:20]=[C:19]([CH3:23])[N:18]=1.C[Sn](C)(C)[Sn](C)(C)C. (7) Given the product [CH3:1][O:2][C:3](=[O:25])[CH2:4][C:5]1[C:14]([CH3:15])=[C:13]([C:32]2[CH:33]=[CH:34][C:29]([N+:26]([O-:28])=[O:27])=[CH:30][CH:31]=2)[C:12]2[C:7](=[CH:8][CH:9]=[C:10]([Cl:24])[CH:11]=2)[CH:6]=1, predict the reactants needed to synthesize it. The reactants are: [CH3:1][O:2][C:3](=[O:25])[CH2:4][C:5]1[C:14]([CH3:15])=[C:13](OS(C(F)(F)F)(=O)=O)[C:12]2[C:7](=[CH:8][CH:9]=[C:10]([Cl:24])[CH:11]=2)[CH:6]=1.[N+:26]([C:29]1[CH:34]=[CH:33][C:32](B(O)O)=[CH:31][CH:30]=1)([O-:28])=[O:27].C(=O)([O-])[O-].[Cs+].[Cs+].C(OCC)(=O)C. (8) Given the product [OH:4][C:5]1[CH:10]=[C:9]([N+:11]([O-:13])=[O:12])[C:8]([NH:14][C:15](=[O:17])[CH3:16])=[C:7]([CH3:18])[CH:6]=1, predict the reactants needed to synthesize it. The reactants are: C([O:4][C:5]1[CH:10]=[C:9]([N+:11]([O-:13])=[O:12])[C:8]([NH:14][C:15](=[O:17])[CH3:16])=[C:7]([CH3:18])[CH:6]=1)(=O)C.S(=O)(=O)(O)O.[OH-].[Na+]. (9) Given the product [CH3:26][O:27][C:28](=[O:43])[CH2:29][CH2:30][C:31]([C:33]1[C:41]2[C:36](=[CH:37][CH:38]=[C:39]([Br:42])[CH:40]=2)[N:35]([C:2]2[N:11]=[C:10]([NH:12][C:13]3[CH:14]=[CH:15][C:16]([O:19][CH3:20])=[CH:17][CH:18]=3)[C:9]3[C:4](=[CH:5][CH:6]=[C:7]([C:21]4[O:22][CH:23]=[CH:24][CH:25]=4)[CH:8]=3)[N:3]=2)[CH:34]=1)=[O:32], predict the reactants needed to synthesize it. The reactants are: Cl[C:2]1[N:11]=[C:10]([NH:12][C:13]2[CH:18]=[CH:17][C:16]([O:19][CH3:20])=[CH:15][CH:14]=2)[C:9]2[C:4](=[CH:5][CH:6]=[C:7]([C:21]3[O:22][CH:23]=[CH:24][CH:25]=3)[CH:8]=2)[N:3]=1.[CH3:26][O:27][C:28](=[O:43])[CH2:29][CH2:30][C:31]([C:33]1[C:41]2[C:36](=[CH:37][CH:38]=[C:39]([Br:42])[CH:40]=2)[NH:35][CH:34]=1)=[O:32].C([O-])([O-])=O.[K+].[K+].O. (10) Given the product [ClH:38].[NH2:43][C:41](=[O:42])[CH2:40][NH:39][C:23](=[O:24])[C:22]1[CH:26]=[CH:27][C:19]([C:10]2[C:11]3[C:6](=[CH:5][C:4]([O:3][CH2:1][CH3:2])=[C:13]4[O:14][C:15]([CH3:17])([CH3:18])[CH2:16][C:12]4=3)[CH2:7][C:8]([CH3:37])([CH3:36])[N:9]=2)=[CH:20][C:21]=1[NH:28][CH2:29][C:30]1[CH:31]=[CH:32][CH:33]=[CH:34][CH:35]=1, predict the reactants needed to synthesize it. The reactants are: [CH2:1]([O:3][C:4]1[CH:5]=[C:6]2[C:11](=[C:12]3[CH2:16][C:15]([CH3:18])([CH3:17])[O:14][C:13]=13)[C:10]([C:19]1[CH:27]=[CH:26][C:22]([C:23](O)=[O:24])=[C:21]([NH:28][CH2:29][C:30]3[CH:35]=[CH:34][CH:33]=[CH:32][CH:31]=3)[CH:20]=1)=[N:9][C:8]([CH3:37])([CH3:36])[CH2:7]2)[CH3:2].[ClH:38].[NH2:39][CH2:40][C:41]([NH2:43])=[O:42].O.ON1C2C=CC=CC=2N=N1.C(N(CC)CC)C.Cl.C(N=C=NCCCN(C)C)C.